This data is from Catalyst prediction with 721,799 reactions and 888 catalyst types from USPTO. The task is: Predict which catalyst facilitates the given reaction. (1) Reactant: [CH3:1][C:2]1[C:11]([N+:12]([O-:14])=[O:13])=[C:10]([C:15]([O:17][CH3:18])=[O:16])[C:9]([CH3:19])=[CH:8][C:3]=1[C:4]([O:6]C)=[O:5].[OH-].[Na+]. Product: [CH3:18][O:17][C:15]([C:10]1[C:9]([CH3:19])=[CH:8][C:3]([C:4]([OH:6])=[O:5])=[C:2]([CH3:1])[C:11]=1[N+:12]([O-:14])=[O:13])=[O:16]. The catalyst class is: 38. (2) Reactant: [CH3:1][C:2]([O:5][C:6]([N:8]1[CH2:13][CH:12]=[C:11]([C:14]2[N:15]=[CH:16][C:17]([C:20]([O:22][CH3:23])=[O:21])=[N:18][CH:19]=2)[CH2:10][CH2:9]1)=[O:7])([CH3:4])[CH3:3]. Product: [CH3:4][C:2]([O:5][C:6]([N:8]1[CH2:13][CH2:12][CH:11]([C:14]2[N:15]=[CH:16][C:17]([C:20]([O:22][CH3:23])=[O:21])=[N:18][CH:19]=2)[CH2:10][CH2:9]1)=[O:7])([CH3:1])[CH3:3]. The catalyst class is: 29.